This data is from Peptide-MHC class II binding affinity with 134,281 pairs from IEDB. The task is: Regression. Given a peptide amino acid sequence and an MHC pseudo amino acid sequence, predict their binding affinity value. This is MHC class II binding data. (1) The peptide sequence is GVMYNLWKMKTGRRG. The MHC is DRB4_0103 with pseudo-sequence DRB4_0103. The binding affinity (normalized) is 0.872. (2) The peptide sequence is PAAAYATATPAAATA. The MHC is DRB1_0404 with pseudo-sequence DRB1_0404. The binding affinity (normalized) is 0.786. (3) The peptide sequence is PEMPALYEKKLALYL. The MHC is HLA-DQA10501-DQB10302 with pseudo-sequence HLA-DQA10501-DQB10302. The binding affinity (normalized) is 0.355. (4) The peptide sequence is SLYVRASGRVTVSTK. The MHC is DRB1_0101 with pseudo-sequence DRB1_0101. The binding affinity (normalized) is 0.693. (5) The peptide sequence is HDIYIVMPVFIIKR. The MHC is HLA-DQA10501-DQB10201 with pseudo-sequence HLA-DQA10501-DQB10201. The binding affinity (normalized) is 0.237. (6) The peptide sequence is EVYEARLTKFKYLAG. The MHC is DRB1_1302 with pseudo-sequence DRB1_1302. The binding affinity (normalized) is 0.316. (7) The peptide sequence is EGTKVTFHVEKGSNP. The MHC is HLA-DPA10103-DPB10301 with pseudo-sequence HLA-DPA10103-DPB10301. The binding affinity (normalized) is 0. (8) The peptide sequence is PTVDIEEAPEMPALY. The binding affinity (normalized) is 0. The MHC is HLA-DQA10501-DQB10402 with pseudo-sequence HLA-DQA10501-DQB10402. (9) The peptide sequence is VILSDHGILCPTLPK. The MHC is DRB1_0101 with pseudo-sequence DRB1_0101. The binding affinity (normalized) is 0.221.